From a dataset of CYP2C19 inhibition data for predicting drug metabolism from PubChem BioAssay. Regression/Classification. Given a drug SMILES string, predict its absorption, distribution, metabolism, or excretion properties. Task type varies by dataset: regression for continuous measurements (e.g., permeability, clearance, half-life) or binary classification for categorical outcomes (e.g., BBB penetration, CYP inhibition). Dataset: cyp2c19_veith. (1) The drug is COc1ccc(Nc2ncc(C(=O)N3CCN(c4ccc(F)cc4)CC3)c3ccccc23)cc1. The result is 1 (inhibitor). (2) The drug is COc1ccc(NC(=O)c2cc3n(n2)C(C(F)(F)F)CC(c2ccc4c(c2)OCO4)N3)cc1OC. The result is 0 (non-inhibitor). (3) The compound is COCCn1c(=O)c(-c2ccc(F)cc2)nc2cnc(N(C)C)nc21. The result is 0 (non-inhibitor).